This data is from Aqueous solubility values for 9,982 compounds from the AqSolDB database. The task is: Regression/Classification. Given a drug SMILES string, predict its absorption, distribution, metabolism, or excretion properties. Task type varies by dataset: regression for continuous measurements (e.g., permeability, clearance, half-life) or binary classification for categorical outcomes (e.g., BBB penetration, CYP inhibition). For this dataset (solubility_aqsoldb), we predict Y. (1) The compound is ClC(Cl)(Cl)c1ccccc1. The Y is -3.57 log mol/L. (2) The drug is CCC(C)c1ccccc1. The Y is -3.76 log mol/L. (3) The compound is Clc1ccc(-c2c(Cl)cccc2Cl)cc1Cl. The Y is -7.02 log mol/L. (4) The Y is -0.600 log mol/L. The drug is C/C(Br)=C/C(=O)O. (5) The compound is Cc1cc(C2(c3cc(C)c(O)c(Br)c3C(C)C)OS(=O)(=O)c3ccccc32)c(C(C)C)c(Br)c1O. The Y is -5.18 log mol/L. (6) The compound is O=C1CCC(=O)N1Br. The Y is -1.08 log mol/L.